Task: Predict which catalyst facilitates the given reaction.. Dataset: Catalyst prediction with 721,799 reactions and 888 catalyst types from USPTO (1) Reactant: [NH2:1][C:2]1[CH2:6][CH2:5][CH2:4][C:3]=1[C:7]#[N:8].[S:9](Cl)(=[O:12])(=[O:11])[NH2:10]. Product: [S:9]([NH:1][C:2]1[CH2:6][CH2:5][CH2:4][C:3]=1[C:7]#[N:8])(=[O:12])(=[O:11])[NH2:10]. The catalyst class is: 474. (2) Reactant: [F:1][C:2]1[CH:15]=[CH:14][CH:13]=[C:12]([F:16])[C:3]=1[C:4]([NH:6][C:7]1[CH:8]=[N:9][NH:10][CH:11]=1)=[O:5].ClC1C=CC=C(Cl)C=1C(NC1C=NN(CC2C=CC(Cl)=CC=2Cl)C=1)=O.[I-].[Na+].C(=O)([O-])[O-].[K+].[K+].Br[CH2:51][C:52]1[CH:57]=[C:56]([Cl:58])[CH:55]=[CH:54][C:53]=1[O:59][CH2:60][C:61]1[CH:66]=[CH:65][CH:64]=[CH:63][CH:62]=1. Product: [Cl:58][C:56]1[CH:55]=[CH:54][C:53]([O:59][CH2:60][C:61]2[CH:62]=[CH:63][CH:64]=[CH:65][CH:66]=2)=[C:52]([CH2:51][N:10]2[CH:11]=[C:7]([NH:6][C:4](=[O:5])[C:3]3[C:2]([F:1])=[CH:15][CH:14]=[CH:13][C:12]=3[F:16])[CH:8]=[N:9]2)[CH:57]=1. The catalyst class is: 3. (3) Reactant: [NH:1]1[C:9]2[C:4](=[CH:5][CH:6]=[CH:7][N:8]=2)[CH:3]=[CH:2]1.[N+:10]([O-])([OH:12])=[O:11].C(=O)(O)[O-].[Na+]. Product: [N+:10]([C:3]1[C:4]2[C:9](=[N:8][CH:7]=[CH:6][CH:5]=2)[NH:1][CH:2]=1)([O-:12])=[O:11]. The catalyst class is: 6.